This data is from Forward reaction prediction with 1.9M reactions from USPTO patents (1976-2016). The task is: Predict the product of the given reaction. Given the reactants C([O-])([O-])=O.[K+].[K+].[CH3:7][C@@H:8]1[C:12]2[NH:13][C:14](B3OC(C)(C)C(C)(C)O3)=[CH:15][C:11]=2[C:10](=[O:25])[NH:9]1.Br[C:27]1[CH:28]=[CH:29][CH:30]=[C:31]2[C:36]=1[N:35]=[C:34]([NH:37][C:38]([CH3:41])([CH3:40])[CH3:39])[N:33]([CH2:42][C:43]([F:46])([F:45])[F:44])[C:32]2=[O:47], predict the reaction product. The product is: [C:38]([NH:37][C:34]1[N:33]([CH2:42][C:43]([F:46])([F:44])[F:45])[C:32](=[O:47])[C:31]2[C:36](=[C:27]([C:14]3[NH:13][C:12]4[C@@H:8]([CH3:7])[NH:9][C:10](=[O:25])[C:11]=4[CH:15]=3)[CH:28]=[CH:29][CH:30]=2)[N:35]=1)([CH3:41])([CH3:39])[CH3:40].